This data is from Forward reaction prediction with 1.9M reactions from USPTO patents (1976-2016). The task is: Predict the product of the given reaction. (1) Given the reactants [CH3:1][N:2]([CH3:18])[C:3](=[O:17])[C@@H:4]([NH:9]C(=O)OC(C)(C)C)[C:5]([CH3:8])([CH3:7])[CH3:6].Cl.CCN(CC)CC.[F:27][C:28]([F:43])([F:42])[C:29]1[CH:30]=[C:31]([N:39]=[C:40]=[S:41])[CH:32]=[C:33]([C:35]([F:38])([F:37])[F:36])[CH:34]=1, predict the reaction product. The product is: [F:36][C:35]([F:37])([F:38])[C:33]1[CH:32]=[C:31]([NH:39][C:40](=[S:41])[NH:9][C@@H:4]([C:5]([CH3:8])([CH3:7])[CH3:6])[C:3]([N:2]([CH3:18])[CH3:1])=[O:17])[CH:30]=[C:29]([C:28]([F:42])([F:27])[F:43])[CH:34]=1. (2) Given the reactants C[O:2][C:3](=[O:31])[CH2:4][O:5][C:6]1[N:7]=[C:8]([N:18]2[CH2:23][CH2:22][N:21]3[C:24]([C:27]([F:30])([F:29])[F:28])=[N:25][N:26]=[C:20]3[CH2:19]2)[C:9]2[CH:14]=[C:13]([CH2:15][CH2:16][CH3:17])[S:12][C:10]=2[N:11]=1.[OH-].[Na+].Cl, predict the reaction product. The product is: [CH2:15]([C:13]1[S:12][C:10]2[N:11]=[C:6]([O:5][CH2:4][C:3]([OH:31])=[O:2])[N:7]=[C:8]([N:18]3[CH2:23][CH2:22][N:21]4[C:24]([C:27]([F:29])([F:28])[F:30])=[N:25][N:26]=[C:20]4[CH2:19]3)[C:9]=2[CH:14]=1)[CH2:16][CH3:17]. (3) The product is: [C:14]1([P:7]([C:1]2[CH:2]=[CH:3][CH:4]=[CH:5][CH:6]=2)[C:8]2[CH:13]=[CH:12][CH:11]=[CH:10][CH:9]=2)[CH:15]=[CH:16][CH:17]=[CH:18][CH:19]=1.[C:14]1([P:7](=[O:29])([C:1]2[CH:2]=[CH:3][CH:4]=[CH:5][CH:6]=2)[C:8]2[CH:13]=[CH:12][CH:11]=[CH:10][CH:9]=2)[CH:15]=[CH:16][CH:17]=[CH:18][CH:19]=1. Given the reactants [C:1]1([P:7]([C:14]2[CH:19]=[CH:18][CH:17]=[CH:16][CH:15]=2)[C:8]2[CH:13]=[CH:12][CH:11]=[CH:10][CH:9]=2)[CH:6]=[CH:5][CH:4]=[CH:3][CH:2]=1.N1C=CC=C(CCC[O:29]CCN2C3C4C(=CC=CC=4)N4N=NN=C4C=3N=C2)C=1.Cl.O, predict the reaction product. (4) Given the reactants [CH3:1][O:2][C:3]1[CH:34]=[CH:33][C:6]([O:7][C:8]2[CH:13]=[C:12]([CH3:14])[C:11]([C:15]3[N:16]=[C:17]([NH:20][C:21](=[O:31])[C:22]4[CH:27]=[CH:26][N:25]=[C:24]([N+:28]([O-])=O)[CH:23]=4)[S:18][CH:19]=3)=[C:10]([CH3:32])[CH:9]=2)=[CH:5][CH:4]=1, predict the reaction product. The product is: [NH2:28][C:24]1[CH:23]=[C:22]([CH:27]=[CH:26][N:25]=1)[C:21]([NH:20][C:17]1[S:18][CH:19]=[C:15]([C:11]2[C:10]([CH3:32])=[CH:9][C:8]([O:7][C:6]3[CH:5]=[CH:4][C:3]([O:2][CH3:1])=[CH:34][CH:33]=3)=[CH:13][C:12]=2[CH3:14])[N:16]=1)=[O:31].